This data is from Forward reaction prediction with 1.9M reactions from USPTO patents (1976-2016). The task is: Predict the product of the given reaction. (1) Given the reactants [F:1][C:2]1[CH:7]=[CH:6][C:5]([C:8](=[O:15])[CH2:9][CH2:10][CH2:11][C:12]([O-:14])=[O:13])=[CH:4][CH:3]=1.[CH2:16]([OH:19])[CH2:17]O.[C:20]1(C)C=CC=CC=1, predict the reaction product. The product is: [F:1][C:2]1[CH:3]=[CH:4][C:5]([C:8]2([CH2:9][CH2:10][CH2:11][C:12]([O:14][CH3:20])=[O:13])[O:19][CH2:16][CH2:17][O:15]2)=[CH:6][CH:7]=1. (2) Given the reactants Cl[C:2]([O:4][C:5]1[CH:10]=[CH:9][C:8]([N+:11]([O-:13])=[O:12])=[CH:7][CH:6]=1)=[O:3].[CH3:14][O:15][C:16]1[NH:17][CH:18]([C:26]2[CH:31]=[C:30]([F:32])[C:29]([F:33])=[C:28]([F:34])[CH:27]=2)[C:19]([C:23](=[O:25])[CH3:24])=[C:20]([CH3:22])[N:21]=1.N1C=CC=CC=1, predict the reaction product. The product is: [C:23]([C:19]1[CH:18]([C:26]2[CH:27]=[C:28]([F:34])[C:29]([F:33])=[C:30]([F:32])[CH:31]=2)[N:17]([C:2]([O:4][C:5]2[CH:10]=[CH:9][C:8]([N+:11]([O-:13])=[O:12])=[CH:7][CH:6]=2)=[O:3])[C:16]([O:15][CH3:14])=[N:21][C:20]=1[CH3:22])(=[O:25])[CH3:24]. (3) The product is: [C:1]([O:5][C:6]([N:8]1[CH2:13][CH2:12][CH:11]([NH:19][CH:16]2[CH2:18][CH2:17]2)[CH:10]([CH3:15])[CH2:9]1)=[O:7])([CH3:4])([CH3:3])[CH3:2]. Given the reactants [C:1]([O:5][C:6]([N:8]1[CH2:13][CH2:12][C:11](=O)[CH:10]([CH3:15])[CH2:9]1)=[O:7])([CH3:4])([CH3:3])[CH3:2].[CH:16]1([NH2:19])[CH2:18][CH2:17]1, predict the reaction product. (4) Given the reactants [CH2:1]([O:8][C:9]1[C:10]([C:23](O)=[O:24])=[N:11][CH:12]=[C:13]([O:15][CH2:16][C:17]2[CH:22]=[CH:21][CH:20]=[CH:19][CH:18]=2)[CH:14]=1)[C:2]1[CH:7]=[CH:6][CH:5]=[CH:4][CH:3]=1.CN(C)CCCN=C=NCC.Cl.[C:38]([O:42][C:43](=[O:46])[CH2:44][NH2:45])([CH3:41])([CH3:40])[CH3:39].C(N(C(C)C)CC)(C)C, predict the reaction product. The product is: [C:38]([O:42][C:43](=[O:46])[CH2:44][NH:45][C:23]([C:10]1[C:9]([O:8][CH2:1][C:2]2[CH:7]=[CH:6][CH:5]=[CH:4][CH:3]=2)=[CH:14][C:13]([O:15][CH2:16][C:17]2[CH:22]=[CH:21][CH:20]=[CH:19][CH:18]=2)=[CH:12][N:11]=1)=[O:24])([CH3:41])([CH3:40])[CH3:39]. (5) Given the reactants [Br:1][C:2]1[CH:7]=[CH:6][C:5]([CH2:8][C:9](OC)=[O:10])=[C:4]([N+:13]([O-])=O)[CH:3]=1, predict the reaction product. The product is: [Br:1][C:2]1[CH:3]=[C:4]2[C:5]([CH2:8][C:9](=[O:10])[NH:13]2)=[CH:6][CH:7]=1.